Dataset: Forward reaction prediction with 1.9M reactions from USPTO patents (1976-2016). Task: Predict the product of the given reaction. (1) Given the reactants [Cr](Cl)([O-])(=O)=O.[NH+]1C=CC=CC=1.[O:12]1[C:16]([C:17]2[CH:22]=[CH:21][C:20]([CH2:23][OH:24])=[CH:19][CH:18]=2)=[CH:15][N:14]=[CH:13]1, predict the reaction product. The product is: [O:12]1[C:16]([C:17]2[CH:18]=[CH:19][C:20]([CH:23]=[O:24])=[CH:21][CH:22]=2)=[CH:15][N:14]=[CH:13]1. (2) Given the reactants [Cl:1][C:2]1[CH:10]=[CH:9][CH:8]=[CH:7][C:3]=1[C:4]([OH:6])=O.[F:11][C:12]1([F:30])[CH2:17][CH2:16][C:15]([CH2:28][NH2:29])([C:18]2[CH:19]=[N:20][C:21]([C:24]([F:27])([F:26])[F:25])=[N:22][CH:23]=2)[CH2:14][CH2:13]1, predict the reaction product. The product is: [Cl:1][C:2]1[CH:10]=[CH:9][CH:8]=[CH:7][C:3]=1[C:4]([NH:29][CH2:28][C:15]1([C:18]2[CH:19]=[N:20][C:21]([C:24]([F:27])([F:26])[F:25])=[N:22][CH:23]=2)[CH2:16][CH2:17][C:12]([F:11])([F:30])[CH2:13][CH2:14]1)=[O:6]. (3) Given the reactants [CH2:1]([N:8]1[C:18]2[C:13](=[CH:14][CH:15]=[CH:16][CH:17]=2)[C:11](=[O:12])[C:9]1=[O:10])[C:2]1[CH:7]=[CH:6][CH:5]=[CH:4][CH:3]=1.[C:19]([OH:25])(=O)[CH2:20]C(O)=O.[N:26]1[CH:31]=CC=C[CH:27]=1.C(=O)=O.C(N(CC)CC)C.CN(C)C(Cl)=O, predict the reaction product. The product is: [CH2:1]([N:8]1[C:18]2[C:13](=[CH:14][CH:15]=[CH:16][CH:17]=2)[C:11]([CH2:20][C:19]([N:26]([CH3:31])[CH3:27])=[O:25])([OH:12])[C:9]1=[O:10])[C:2]1[CH:7]=[CH:6][CH:5]=[CH:4][CH:3]=1.